Dataset: Peptide-MHC class I binding affinity with 185,985 pairs from IEDB/IMGT. Task: Regression. Given a peptide amino acid sequence and an MHC pseudo amino acid sequence, predict their binding affinity value. This is MHC class I binding data. (1) The peptide sequence is QAIEDVWQL. The MHC is Mamu-A70103 with pseudo-sequence Mamu-A70103. The binding affinity (normalized) is 0.204. (2) The peptide sequence is EGIQAGVNRF. The MHC is Mamu-A02 with pseudo-sequence Mamu-A02. The binding affinity (normalized) is 0.0430. (3) The peptide sequence is SVKGRFTISR. The MHC is HLA-A33:01 with pseudo-sequence HLA-A33:01. The binding affinity (normalized) is 0.618. (4) The peptide sequence is TSTVEEQIQW. The MHC is HLA-B44:03 with pseudo-sequence HLA-B44:03. The binding affinity (normalized) is 0.0237.